Predict which catalyst facilitates the given reaction. From a dataset of Catalyst prediction with 721,799 reactions and 888 catalyst types from USPTO. (1) Reactant: C([N:8]1[CH2:13][CH:12]=[CH:11][CH2:10][CH:9]1[CH3:14])C1C=CC=CC=1.Cl[C:16]([O:18][CH2:19][C:20]1[CH:25]=[CH:24][CH:23]=[CH:22][CH:21]=1)=[O:17]. Product: [CH3:14][CH:9]1[N:8]([C:16]([O:18][CH2:19][C:20]2[CH:25]=[CH:24][CH:23]=[CH:22][CH:21]=2)=[O:17])[CH2:13][CH:12]=[CH:11][CH2:10]1. The catalyst class is: 11. (2) Reactant: [CH:1]1([N:4]([CH2:18][C:19]2[O:20][CH:21]=[C:22]([C:24]([OH:26])=O)[N:23]=2)[S:5]([C:8]2[C:13]([CH3:14])=[CH:12][C:11]([O:15][CH3:16])=[CH:10][C:9]=2[CH3:17])(=[O:7])=[O:6])[CH2:3][CH2:2]1.CCN=C=NCCCN(C)C.C1C=CC2N(O)N=NC=2C=1.CCN(C(C)C)C(C)C.[CH3:57][N:58]1[CH2:63][CH2:62][CH:61]([N:64]2[CH2:69][CH2:68][NH:67][CH2:66][CH2:65]2)[CH2:60][CH2:59]1. Product: [CH:1]1([N:4]([CH2:18][C:19]2[O:20][CH:21]=[C:22]([C:24]([N:67]3[CH2:66][CH2:65][N:64]([CH:61]4[CH2:62][CH2:63][N:58]([CH3:57])[CH2:59][CH2:60]4)[CH2:69][CH2:68]3)=[O:26])[N:23]=2)[S:5]([C:8]2[C:13]([CH3:14])=[CH:12][C:11]([O:15][CH3:16])=[CH:10][C:9]=2[CH3:17])(=[O:6])=[O:7])[CH2:2][CH2:3]1. The catalyst class is: 2. (3) Reactant: C1(P(N=[N+]=[N-])(C2C=CC=CC=2)=O)C=CC=CC=1.[C:18]([O:22][C:23]([N:25]1[CH2:30][CH2:29][C:28]([C:34]([F:37])([F:36])[F:35])(C(O)=O)[CH2:27][CH2:26]1)=[O:24])([CH3:21])([CH3:20])[CH3:19].CCN(CC)CC.[CH2:45]([OH:52])[C:46]1[CH:51]=[CH:50][CH:49]=[CH:48][CH:47]=1.[N-:53]=[C:54]=[O:55]. Product: [CH2:45]([O:52][C:54]([NH:53][C:28]1([C:34]([F:35])([F:36])[F:37])[CH2:27][CH2:26][N:25]([C:23]([O:22][C:18]([CH3:19])([CH3:20])[CH3:21])=[O:24])[CH2:30][CH2:29]1)=[O:55])[C:46]1[CH:51]=[CH:50][CH:49]=[CH:48][CH:47]=1. The catalyst class is: 11. (4) Reactant: [OH:1][CH2:2][CH2:3][C:4]1([CH3:28])[S:8][C:7]([C:9]2[NH:10][C:11]3[C:16]([CH:17]=2)=[CH:15][CH:14]=[CH:13][C:12]=3[N:18]([CH3:27])[S:19]([C:22]2[S:23][CH:24]=[CH:25][CH:26]=2)(=[O:21])=[O:20])=[N:6][CH2:5]1.C(N(CC)CC)C.[CH3:36][S:37](Cl)(=[O:39])=[O:38].O. Product: [CH3:36][S:37]([O:1][CH2:2][CH2:3][C:4]1([CH3:28])[S:8][C:7]([C:9]2[NH:10][C:11]3[C:16]([CH:17]=2)=[CH:15][CH:14]=[CH:13][C:12]=3[N:18]([CH3:27])[S:19]([C:22]2[S:23][CH:24]=[CH:25][CH:26]=2)(=[O:21])=[O:20])=[N:6][CH2:5]1)(=[O:39])=[O:38]. The catalyst class is: 7. (5) Reactant: [CH2:1]([O:8][C:9]1[CH:10]=[C:11]2[C:16](=[CH:17][C:18]=1[O:19][CH3:20])[CH:15](/[CH:21]=[CH:22]/[C:23]1[CH:28]=[C:27]([O:29][CH2:30][C:31]3[CH:36]=[CH:35][CH:34]=[CH:33][CH:32]=3)[C:26]([O:37][CH3:38])=[CH:25][C:24]=1[CH3:39])[NH:14][CH2:13][CH2:12]2)[C:2]1[CH:7]=[CH:6][CH:5]=[CH:4][CH:3]=1.[C:40]([N:44]=[C:45]=[O:46])([CH3:43])([CH3:42])[CH3:41]. Product: [CH2:1]([O:8][C:9]1[CH:10]=[C:11]2[C:16](=[CH:17][C:18]=1[O:19][CH3:20])[CH:15](/[CH:21]=[CH:22]/[C:23]1[CH:28]=[C:27]([O:29][CH2:30][C:31]3[CH:32]=[CH:33][CH:34]=[CH:35][CH:36]=3)[C:26]([O:37][CH3:38])=[CH:25][C:24]=1[CH3:39])[N:14]([C:45]([NH:44][C:40]([CH3:43])([CH3:42])[CH3:41])=[O:46])[CH2:13][CH2:12]2)[C:2]1[CH:7]=[CH:6][CH:5]=[CH:4][CH:3]=1. The catalyst class is: 2. (6) Reactant: [C:1]([C:4]1[CH:9]=[CH:8][C:7]([C:10]2[C:19]3[C:20](=[O:23])[O:21][CH2:22][C:18]=3[C:17]([OH:24])=[C:16]3[C:11]=2[CH:12]=[C:13]([O:27][CH3:28])[C:14]([O:25][CH3:26])=[CH:15]3)=[CH:6][CH:5]=1)(=[O:3])[CH3:2].IC.[C:31](=O)([O-])[O-].[K+].[K+].[Cl-].[NH4+]. Product: [C:1]([C:4]1[CH:5]=[CH:6][C:7]([C:10]2[C:19]3[C:20](=[O:23])[O:21][CH2:22][C:18]=3[C:17]([O:24][CH3:31])=[C:16]3[C:11]=2[CH:12]=[C:13]([O:27][CH3:28])[C:14]([O:25][CH3:26])=[CH:15]3)=[CH:8][CH:9]=1)(=[O:3])[CH3:2]. The catalyst class is: 9. (7) Reactant: [CH2:1]([NH2:8])[C:2]1[CH:7]=[CH:6][CH:5]=[CH:4][CH:3]=1.C([Si](C)(C)[N:14]1[C:18]2=[N:19][CH:20]=[C:21]([C:23]3[CH:28]=[CH:27][CH:26]=[C:25]([F:29])[CH:24]=3)[CH:22]=[C:17]2[C:16]([C:30](O)=[O:31])=[CH:15]1)(C)(C)C.C1C=CC2N(O)N=NC=2C=1.CCN(C(C)C)C(C)C. Product: [CH2:1]([NH:8][C:30]([C:16]1[C:17]2[C:18](=[N:19][CH:20]=[C:21]([C:23]3[CH:28]=[CH:27][CH:26]=[C:25]([F:29])[CH:24]=3)[CH:22]=2)[NH:14][CH:15]=1)=[O:31])[C:2]1[CH:7]=[CH:6][CH:5]=[CH:4][CH:3]=1. The catalyst class is: 2. (8) Reactant: [CH3:1][CH:2]1[CH2:6][CH2:5][CH2:4][N:3]1[C:7]1[N:12]=[C:11]([NH:13][C:14]2[C:15]3[N:16]([CH:28]=[CH:29][N:30]=3)[N:17]=[C:18]([C:20]3[CH:21]=[C:22]([CH:25]=[CH:26][CH:27]=3)[CH:23]=O)[CH:19]=2)[CH:10]=[CH:9][CH:8]=1.[NH:31]1[CH2:35][CH2:34][CH2:33][CH2:32]1.C(O[BH-](OC(=O)C)OC(=O)C)(=O)C.[Na+].CC(O)=O. Product: [CH3:1][CH:2]1[CH2:6][CH2:5][CH2:4][N:3]1[C:7]1[N:12]=[C:11]([NH:13][C:14]2[C:15]3[N:16]([CH:28]=[CH:29][N:30]=3)[N:17]=[C:18]([C:20]3[CH:27]=[CH:26][CH:25]=[C:22]([CH2:23][N:31]4[CH2:35][CH2:34][CH2:33][CH2:32]4)[CH:21]=3)[CH:19]=2)[CH:10]=[CH:9][CH:8]=1. The catalyst class is: 26. (9) Reactant: [Cl:1][C:2]1[CH:3]=[CH:4][C:5]2[N:6]([CH:8]=[C:9]([NH:11][C:12](=[O:24])[C:13]3[CH:18]=[CH:17][C:16]([C:19]([C:22]#[N:23])([CH3:21])[CH3:20])=[CH:15][CH:14]=3)[N:10]=2)[CH:7]=1.CO. Product: [NH2:23][CH2:22][C:19]([C:16]1[CH:15]=[CH:14][C:13]([C:12]([NH:11][C:9]2[N:10]=[C:5]3[CH:4]=[CH:3][C:2]([Cl:1])=[CH:7][N:6]3[CH:8]=2)=[O:24])=[CH:18][CH:17]=1)([CH3:20])[CH3:21]. The catalyst class is: 328. (10) Reactant: [C:1]([NH:8][C@H:9]([C:11]([OH:13])=O)[CH3:10])([O:3][C:4]([CH3:7])([CH3:6])[CH3:5])=[O:2].[NH2:14][CH:15]([CH2:32][C:33]1[CH:38]=[C:37]([F:39])[C:36]([F:40])=[CH:35][C:34]=1[F:41])[CH2:16][C:17]([N:19]1[CH2:24][CH2:23][N:22]2[C:25]([C:28]([F:31])([F:30])[F:29])=[N:26][N:27]=[C:21]2[CH2:20]1)=[O:18].C1(NC(=O)NC2CCCCC2)CCCCC1. Product: [C:4]([O:3][C:1](=[O:2])[NH:8][CH:9]([C:11](=[O:13])[NH:14][CH:15]([CH2:32][C:33]1[CH:38]=[C:37]([F:39])[C:36]([F:40])=[CH:35][C:34]=1[F:41])[CH2:16][C:17](=[O:18])[N:19]1[CH2:24][CH2:23][N:22]2[C:25]([C:28]([F:31])([F:29])[F:30])=[N:26][N:27]=[C:21]2[CH2:20]1)[CH3:10])([CH3:5])([CH3:6])[CH3:7]. The catalyst class is: 2.